From a dataset of Merck oncology drug combination screen with 23,052 pairs across 39 cell lines. Regression. Given two drug SMILES strings and cell line genomic features, predict the synergy score measuring deviation from expected non-interaction effect. (1) Drug 1: O=P1(N(CCCl)CCCl)NCCCO1. Drug 2: O=C(NOCC(O)CO)c1ccc(F)c(F)c1Nc1ccc(I)cc1F. Cell line: SW837. Synergy scores: synergy=-0.182. (2) Drug 1: CN(C)C(=N)N=C(N)N. Drug 2: O=C(O)C1(Cc2cccc(Nc3nccs3)n2)CCC(Oc2cccc(Cl)c2F)CC1. Cell line: HT144. Synergy scores: synergy=-1.68.